Dataset: Forward reaction prediction with 1.9M reactions from USPTO patents (1976-2016). Task: Predict the product of the given reaction. (1) The product is: [Cl:1][C:2]1[CH:7]=[C:6]([NH2:13])[N:5]2[N:9]=[CH:10][CH:11]=[C:4]2[N:3]=1. Given the reactants [Cl:1][C:2]1[CH:7]=[C:6](Cl)[N:5]2[N:9]=[CH:10][CH:11]=[C:4]2[N:3]=1.[OH-].[NH4+:13], predict the reaction product. (2) Given the reactants Cl[C:2]1[C:3]2[CH:33]=[C:32]([Cl:34])[CH:31]=[CH:30][C:4]=2[N:5]([CH2:21][C:22]2[CH:27]=[CH:26][C:25]([O:28][CH3:29])=[CH:24][CH:23]=2)[C:6](=[O:20])[CH:7]([CH2:9][C:10]2[CH:19]=[CH:18][C:17]3[C:12](=[CH:13][CH:14]=[CH:15][CH:16]=3)[CH:11]=2)[N:8]=1.[NH2:35][C:36]1[CH:41]=[CH:40][C:39](B2OC(C)(C)C(C)(C)O2)=[CH:38][N:37]=1, predict the reaction product. The product is: [NH2:35][C:36]1[N:37]=[CH:38][C:39]([C:2]2[C:3]3[CH:33]=[C:32]([Cl:34])[CH:31]=[CH:30][C:4]=3[N:5]([CH2:21][C:22]3[CH:27]=[CH:26][C:25]([O:28][CH3:29])=[CH:24][CH:23]=3)[C:6](=[O:20])[CH:7]([CH2:9][C:10]3[CH:11]=[CH:12][C:17]4[C:18](=[CH:13][CH:14]=[CH:15][CH:16]=4)[CH:19]=3)[N:8]=2)=[CH:40][CH:41]=1.